Task: Predict which catalyst facilitates the given reaction.. Dataset: Catalyst prediction with 721,799 reactions and 888 catalyst types from USPTO Reactant: [O:1]1[CH:5]=[CH:4][CH:3]=[C:2]1[C:6]1[N:7]=[C:8]([NH:17][C:18]([C:20]2[CH:25]=[CH:24][N:23]=[CH:22][CH:21]=2)=[O:19])[S:9][C:10]=1[C:11](=[O:16])N(OC)C.[CH3:26][Mg]Br.[Cl-].[NH4+]. Product: [C:11]([C:10]1[S:9][C:8]([NH:17][C:18]([C:20]2[CH:21]=[CH:22][N:23]=[CH:24][CH:25]=2)=[O:19])=[N:7][C:6]=1[C:2]1[O:1][CH:5]=[CH:4][CH:3]=1)(=[O:16])[CH3:26]. The catalyst class is: 1.